Dataset: Forward reaction prediction with 1.9M reactions from USPTO patents (1976-2016). Task: Predict the product of the given reaction. (1) Given the reactants NC1C=CC(OC2C=C3C(=CC=2)OC(C2C=CC=CC=2)CC3)=NC=1.[N+:25]([C:28]1[CH:29]=[CH:30][C:31]([O:34][C:35]2[CH:36]=[C:37]3[C:42](=[CH:43][CH:44]=2)[O:41][CH:40]([C:45]2[CH:50]=[CH:49][CH:48]=[C:47]([N+:51]([O-])=O)[CH:46]=2)[CH2:39][CH2:38]3)=[N:32][CH:33]=1)([O-])=O, predict the reaction product. The product is: [NH2:51][C:47]1[CH:46]=[C:45]([CH:40]2[CH2:39][CH2:38][C:37]3[C:42](=[CH:43][CH:44]=[C:35]([O:34][C:31]4[N:32]=[CH:33][C:28]([NH2:25])=[CH:29][CH:30]=4)[CH:36]=3)[O:41]2)[CH:50]=[CH:49][CH:48]=1. (2) Given the reactants [OH:1][C:2]1[CH:9]=[CH:8][C:5]([C:6]#[N:7])=[CH:4][CH:3]=1.[H-].[Na+].CS(C)=O.Br[C:17]1[S:21][C:20]([CH:22]=[O:23])=[CH:19][CH:18]=1, predict the reaction product. The product is: [CH:22]([C:20]1[S:21][C:17]([O:1][C:2]2[CH:9]=[CH:8][C:5]([C:6]#[N:7])=[CH:4][CH:3]=2)=[CH:18][CH:19]=1)=[O:23].